This data is from NCI-60 drug combinations with 297,098 pairs across 59 cell lines. The task is: Regression. Given two drug SMILES strings and cell line genomic features, predict the synergy score measuring deviation from expected non-interaction effect. (1) Drug 1: C1=CC=C(C(=C1)C(C2=CC=C(C=C2)Cl)C(Cl)Cl)Cl. Cell line: CCRF-CEM. Synergy scores: CSS=7.12, Synergy_ZIP=-2.73, Synergy_Bliss=-1.20, Synergy_Loewe=-9.67, Synergy_HSA=-1.25. Drug 2: C(CC(=O)O)C(=O)CN.Cl. (2) Drug 1: CCCS(=O)(=O)NC1=C(C(=C(C=C1)F)C(=O)C2=CNC3=C2C=C(C=N3)C4=CC=C(C=C4)Cl)F. Drug 2: C1CCC(C(C1)N)N.C(=O)(C(=O)[O-])[O-].[Pt+4]. Cell line: SF-295. Synergy scores: CSS=16.2, Synergy_ZIP=-2.45, Synergy_Bliss=0.847, Synergy_Loewe=-7.03, Synergy_HSA=1.53. (3) Drug 1: CC1C(C(CC(O1)OC2CC(OC(C2O)C)OC3=CC4=CC5=C(C(=O)C(C(C5)C(C(=O)C(C(C)O)O)OC)OC6CC(C(C(O6)C)O)OC7CC(C(C(O7)C)O)OC8CC(C(C(O8)C)O)(C)O)C(=C4C(=C3C)O)O)O)O. Drug 2: CC(C)NC(=O)C1=CC=C(C=C1)CNNC.Cl. Cell line: NCI-H522. Synergy scores: CSS=5.27, Synergy_ZIP=0.122, Synergy_Bliss=-0.385, Synergy_Loewe=-39.5, Synergy_HSA=-1.50. (4) Drug 1: C1CC(=O)NC(=O)C1N2C(=O)C3=CC=CC=C3C2=O. Drug 2: CC1=C(C(=O)C2=C(C1=O)N3CC4C(C3(C2COC(=O)N)OC)N4)N. Cell line: SF-268. Synergy scores: CSS=19.7, Synergy_ZIP=-3.75, Synergy_Bliss=0.885, Synergy_Loewe=-9.19, Synergy_HSA=2.59. (5) Drug 1: CNC(=O)C1=CC=CC=C1SC2=CC3=C(C=C2)C(=NN3)C=CC4=CC=CC=N4. Drug 2: CC(C)(C#N)C1=CC(=CC(=C1)CN2C=NC=N2)C(C)(C)C#N. Cell line: A498. Synergy scores: CSS=4.10, Synergy_ZIP=-2.13, Synergy_Bliss=-0.139, Synergy_Loewe=-1.51, Synergy_HSA=-0.160. (6) Drug 2: CC1C(C(CC(O1)OC2CC(CC3=C2C(=C4C(=C3O)C(=O)C5=CC=CC=C5C4=O)O)(C(=O)C)O)N)O. Synergy scores: CSS=50.6, Synergy_ZIP=-6.86, Synergy_Bliss=-2.01, Synergy_Loewe=-1.05, Synergy_HSA=1.27. Cell line: TK-10. Drug 1: CC1=C2C(C(=O)C3(C(CC4C(C3C(C(C2(C)C)(CC1OC(=O)C(C(C5=CC=CC=C5)NC(=O)C6=CC=CC=C6)O)O)OC(=O)C7=CC=CC=C7)(CO4)OC(=O)C)O)C)OC(=O)C. (7) Synergy scores: CSS=-5.14, Synergy_ZIP=0.922, Synergy_Bliss=-3.39, Synergy_Loewe=-5.10, Synergy_HSA=-5.32. Drug 2: C1=CN(C=N1)CC(O)(P(=O)(O)O)P(=O)(O)O. Cell line: HOP-92. Drug 1: COC1=NC(=NC2=C1N=CN2C3C(C(C(O3)CO)O)O)N.